From a dataset of Peptide-MHC class II binding affinity with 134,281 pairs from IEDB. Regression. Given a peptide amino acid sequence and an MHC pseudo amino acid sequence, predict their binding affinity value. This is MHC class II binding data. (1) The peptide sequence is AMFVEDIAMGYVVSS. The MHC is DRB1_0802 with pseudo-sequence DRB1_0802. The binding affinity (normalized) is 0.209. (2) The peptide sequence is MKAFEEIKYEVEITL. The MHC is DRB1_0101 with pseudo-sequence DRB1_0101. The binding affinity (normalized) is 0.467. (3) The peptide sequence is DEVINIVIIVLIIIT. The MHC is DRB1_0101 with pseudo-sequence DRB1_0101. The binding affinity (normalized) is 0.415.